From a dataset of Full USPTO retrosynthesis dataset with 1.9M reactions from patents (1976-2016). Predict the reactants needed to synthesize the given product. (1) Given the product [CH3:20][O:6][C:5](=[O:7])[C:4](=[O:8])[CH2:3][C:2]([CH3:1])([C:10]1[CH:11]=[CH:12][CH:13]=[CH:14][CH:15]=1)[CH3:9], predict the reactants needed to synthesize it. The reactants are: [CH3:1][C:2]([C:10]1[CH:15]=[CH:14][CH:13]=[CH:12][CH:11]=1)([CH3:9])[CH2:3][C:4](=[O:8])[C:5]([OH:7])=[O:6].S(Cl)(Cl)=O.[CH3:20]O. (2) Given the product [CH3:29][N:28]([O:27][CH3:23])[C:9](=[O:11])[CH:8]([NH2:12])[CH:7]([CH:1]1[CH2:2][CH2:3][CH2:4][CH2:5][CH2:6]1)[C:13]([O:15][C:16]([CH3:19])([CH3:18])[CH3:17])=[O:14], predict the reactants needed to synthesize it. The reactants are: [CH:1]1([CH:7]([C:13]([O:15][C:16]([CH3:19])([CH3:18])[CH3:17])=[O:14])[CH:8]([NH2:12])[C:9]([OH:11])=O)[CH2:6][CH2:5][CH2:4][CH2:3][CH2:2]1.CN([C:23]([O:27][N:28]1N=NC2C=CC=C[C:29]1=2)=[N+](C)C)C.F[P-](F)(F)(F)(F)F.C(N(CC)CC)C.Cl.CNOC.